From a dataset of Full USPTO retrosynthesis dataset with 1.9M reactions from patents (1976-2016). Predict the reactants needed to synthesize the given product. The reactants are: Br[C:2]1[CH:7]=[CH:6][C:5]([CH:8]([OH:22])[C:9]([NH:11][C:12]2[CH:17]=[CH:16][C:15]([C:18]([F:21])([F:20])[F:19])=[CH:14][CH:13]=2)=[O:10])=[CH:4][CH:3]=1.[C:23]([O:27][C:28](=[O:41])[NH:29][C:30]1[CH:35]=[CH:34][CH:33]=[CH:32][C:31]=1[NH:36][C:37](=[O:40])[CH:38]=[CH2:39])([CH3:26])([CH3:25])[CH3:24].C1(C)C=CC=CC=1P(C1C=CC=CC=1C)C1C=CC=CC=1C.C(N(CC)CC)C.[Cl-].[NH4+]. Given the product [C:23]([O:27][C:28](=[O:41])[NH:29][C:30]1[CH:35]=[CH:34][CH:33]=[CH:32][C:31]=1[NH:36][C:37](=[O:40])/[CH:38]=[CH:39]/[C:2]1[CH:7]=[CH:6][C:5]([CH:8]([OH:22])[C:9](=[O:10])[NH:11][C:12]2[CH:17]=[CH:16][C:15]([C:18]([F:21])([F:20])[F:19])=[CH:14][CH:13]=2)=[CH:4][CH:3]=1)([CH3:26])([CH3:24])[CH3:25], predict the reactants needed to synthesize it.